Dataset: Catalyst prediction with 721,799 reactions and 888 catalyst types from USPTO. Task: Predict which catalyst facilitates the given reaction. (1) Reactant: Cl[C:2]1[CH:3]=[CH:4][C:5]2[N:6]([CH:8]=[CH:9][N:10]=2)[N:7]=1.CC1(C)C(C)(C)OB([C:19]2[CH:20]=[C:21]([C:26]([F:29])([F:28])[F:27])[C:22]([NH2:25])=[N:23][CH:24]=2)O1.C(=O)([O-])[O-].[K+].[K+].CCOC(C)=O. Product: [N:10]1[CH:9]=[CH:8][N:6]2[C:5]=1[CH:4]=[CH:3][C:2]([C:19]1[CH:20]=[C:21]([C:26]([F:29])([F:28])[F:27])[C:22]([NH2:25])=[N:23][CH:24]=1)=[N:7]2. The catalyst class is: 3. (2) Reactant: [S:1]1[C:5]2[CH:6]=[CH:7][CH:8]=[CH:9][C:4]=2[N:3]=[C:2]1[CH:10]([C:13]1[CH:18]=[CH:17][N:16]=[C:15]([Cl:19])[N:14]=1)[C:11]#[N:12].[C:20]([O-])([O-])=O.[K+].[K+].CI.O. Product: [Cl:19][C:15]1[N:14]=[C:13]([C:10](=[C:2]2[N:3]([CH3:20])[C:4]3[CH:9]=[CH:8][CH:7]=[CH:6][C:5]=3[S:1]2)[C:11]#[N:12])[CH:18]=[CH:17][N:16]=1. The catalyst class is: 16. (3) Reactant: [N:1]1([C:8]2[NH:12][C:11]3[CH:13]=[CH:14][CH:15]=[CH:16][C:10]=3[N:9]=2)[CH2:7][CH2:6][CH2:5][NH:4][CH2:3][CH2:2]1.C(N(CC)C(C)C)(C)C.[O:26]=[S:27]1(=[O:36])[CH2:32][CH2:31][N:30]([C:33](Cl)=[O:34])[CH2:29][CH2:28]1. The catalyst class is: 7. Product: [NH:12]1[C:11]2[CH:13]=[CH:14][CH:15]=[CH:16][C:10]=2[N:9]=[C:8]1[N:1]1[CH2:7][CH2:6][CH2:5][N:4]([C:33]([N:30]2[CH2:31][CH2:32][S:27](=[O:36])(=[O:26])[CH2:28][CH2:29]2)=[O:34])[CH2:3][CH2:2]1. (4) Reactant: [Li+].[CH3:2]C([N-]C(C)C)C.CCCCCCC.C1COCC1.C(C1C=CC=CC=1)C.[Br:29][C:30]1[CH:31]=[N:32][CH:33]=[C:34]([F:36])[CH:35]=1.IC. Product: [Br:29][C:30]1[CH:31]=[N:32][CH:33]=[C:34]([F:36])[C:35]=1[CH3:2]. The catalyst class is: 1. (5) Reactant: Br[CH2:2][C:3]1[CH:8]=[CH:7][CH:6]=[C:5]([O:9][C:10]([F:13])([F:12])[F:11])[CH:4]=1.[Cl:14][C:15]1[CH:16]=[C:17]([N:32]2[CH:36]=[N:35][C:34]([C:37]([NH:39][CH2:40][C:41](=[O:46])[C:42]([CH3:45])([CH3:44])[CH3:43])=[O:38])=[N:33]2)[CH:18]=[C:19]([Cl:31])[C:20]=1[O:21]CC1C=CC(OC)=CC=1.C(OCC)(=O)C. Product: [Cl:14][C:15]1[CH:16]=[C:17]([N:32]2[CH:36]=[N:35][C:34]([C:37]([NH:39][CH:40]([C:41](=[O:46])[C:42]([CH3:44])([CH3:43])[CH3:45])[CH2:2][C:3]3[CH:8]=[CH:7][CH:6]=[C:5]([O:9][C:10]([F:13])([F:12])[F:11])[CH:4]=3)=[O:38])=[N:33]2)[CH:18]=[C:19]([Cl:31])[C:20]=1[OH:21]. The catalyst class is: 3. (6) Reactant: C([Li])CCC.[C:6]1([S:12]([OH:15])(=[O:14])=[O:13])[CH:11]=[CH:10][CH:9]=[CH:8][CH:7]=1.Cl[P:17]([CH:28]1[CH:33]([CH:34]([CH3:36])[CH3:35])[CH2:32][CH2:31][CH:30]([CH3:37])[CH2:29]1)[CH:18]1[CH:23]([CH:24]([CH3:26])[CH3:25])[CH2:22][CH2:21][CH:20]([CH3:27])[CH2:19]1.FC(F)(F)C(O)=O. Product: [CH:30]1([CH3:37])[CH2:31][CH2:32][CH:33]([CH:34]([CH3:36])[CH3:35])[CH:28]([P:17]([CH:18]2[CH:23]([CH:24]([CH3:26])[CH3:25])[CH2:22][CH2:21][CH:20]([CH3:27])[CH2:19]2)[C:7]2[CH:8]=[CH:9][CH:10]=[CH:11][C:6]=2[S:12]([OH:15])(=[O:14])=[O:13])[CH2:29]1. The catalyst class is: 1.